Dataset: Full USPTO retrosynthesis dataset with 1.9M reactions from patents (1976-2016). Task: Predict the reactants needed to synthesize the given product. (1) Given the product [F:14][C:15]1[C:16]([CH:23]=[O:24])=[N:17][CH:18]=[CH:19][CH:20]=1, predict the reactants needed to synthesize it. The reactants are: C([Li])CCC.N12CCN(CC1)CC2.[F:14][C:15]1[CH:16]=[N:17][CH:18]=[CH:19][CH:20]=1.CN(C)[CH:23]=[O:24]. (2) Given the product [Br:2][C:3]1[CH:4]=[C:5]([C:9]2([CH3:16])[CH2:10][CH2:11][S:12][C:13]([NH2:14])=[N:15]2)[CH:6]=[CH:7][CH:8]=1, predict the reactants needed to synthesize it. The reactants are: Cl.[Br:2][C:3]1[CH:4]=[C:5]([C:9]([CH3:16])=[CH:10][CH2:11][S:12][C:13](=[NH:15])[NH2:14])[CH:6]=[CH:7][CH:8]=1.Cl.[OH-].[Na+]. (3) Given the product [NH2:14][CH:8]1[CH2:9][CH2:10][N:11]([C:18](=[O:19])[CH2:17][O:16][CH3:15])[CH2:12][CH2:13]1, predict the reactants needed to synthesize it. The reactants are: C(OC([C:8]1([NH2:14])[CH2:13][CH2:12][NH:11][CH2:10][CH2:9]1)=O)(C)(C)C.[CH3:15][O:16][CH2:17][C:18](Cl)=[O:19]. (4) Given the product [Cl:1][C:2]1[CH:7]=[C:6]([Cl:8])[CH:5]=[CH:4][C:3]=1[C:9]1[N:17]=[C:16]([S:18]([CH3:19])=[O:31])[N:15]=[C:14]2[C:10]=1[NH:11][CH:12]=[N:13]2, predict the reactants needed to synthesize it. The reactants are: [Cl:1][C:2]1[CH:7]=[C:6]([Cl:8])[CH:5]=[CH:4][C:3]=1[C:9]1[N:17]=[C:16]([S:18][CH3:19])[N:15]=[C:14]2[C:10]=1[N:11]=[CH:12][N:13]2C1CCCCO1.ClC1C=C(C=CC=1)C(OO)=[O:31]. (5) Given the product [NH2:38][C@@H:25]([CH2:26][CH2:27][CH2:28][CH2:29][NH2:30])[C:24]([NH:23][C:11]1[CH:10]=[C:9]([C:8]#[C:7][C:1]2[CH:6]=[CH:5][CH:4]=[CH:3][CH:2]=2)[CH:14]=[C:13]([C:15]#[C:16][C:17]2[CH:18]=[CH:19][CH:20]=[CH:21][CH:22]=2)[CH:12]=1)=[O:46], predict the reactants needed to synthesize it. The reactants are: [C:1]1([C:7]#[C:8][C:9]2[CH:10]=[C:11]([NH:23][C:24](=[O:46])[C@@H:25]([NH:38]C(=O)OC(C)(C)C)[CH2:26][CH2:27][CH2:28][CH2:29][NH:30]C(=O)OC(C)(C)C)[CH:12]=[C:13]([C:15]#[C:16][C:17]3[CH:22]=[CH:21][CH:20]=[CH:19][CH:18]=3)[CH:14]=2)[CH:6]=[CH:5][CH:4]=[CH:3][CH:2]=1. (6) The reactants are: Cl[C:2]1[N:7]=[C:6]([N:8]2[CH2:13][CH2:12][O:11][CH2:10][CH2:9]2)[C:5]([F:14])=[C:4]([Cl:15])[N:3]=1.Cl.[F:17][C:18]1[CH:19]=[N:20][C:21]([C@@H:24]([NH2:26])[CH3:25])=[N:22][CH:23]=1.CCN(C(C)C)C(C)C. Given the product [Cl:15][C:4]1[C:5]([F:14])=[C:6]([N:8]2[CH2:13][CH2:12][O:11][CH2:10][CH2:9]2)[N:7]=[C:2]([NH:26][C@H:24]([C:21]2[N:22]=[CH:23][C:18]([F:17])=[CH:19][N:20]=2)[CH3:25])[N:3]=1, predict the reactants needed to synthesize it.